Dataset: Forward reaction prediction with 1.9M reactions from USPTO patents (1976-2016). Task: Predict the product of the given reaction. (1) Given the reactants [Cl:1][C:2]1[CH:11]=[C:10]([O:12]CC2C=CC=CC=2)[CH:9]=[C:8]([Cl:20])[C:3]=1[O:4][CH2:5][CH2:6][OH:7].[H][H], predict the reaction product. The product is: [Cl:1][C:2]1[CH:11]=[C:10]([OH:12])[CH:9]=[C:8]([Cl:20])[C:3]=1[O:4][CH2:5][CH2:6][OH:7]. (2) Given the reactants [Br:1][C:2]1[C:10]2[C:9](Cl)=[N:8][CH:7]=[N:6][C:5]=2[S:4][C:3]=1[CH3:12].[CH:13]1([NH2:20])[CH2:18][CH2:17][CH:16]([NH2:19])[CH2:15][CH2:14]1.C(N(CC)CC)C, predict the reaction product. The product is: [Br:1][C:2]1[C:10]2[C:9]([NH:19][CH:16]3[CH2:17][CH2:18][CH:13]([NH2:20])[CH2:14][CH2:15]3)=[N:8][CH:7]=[N:6][C:5]=2[S:4][C:3]=1[CH3:12]. (3) Given the reactants CC1(C)C2C=CC=C(P(C3C=CC=CC=3)C3C=CC=CC=3)C=2[O:9][C:8]2C1=CC=CC=2P(C1C=CC=CC=1)C1C=CC=CC=1.[CH2:43]([O:46][CH2:47][CH2:48][CH2:49][CH2:50][CH:51]([CH3:53])[CH3:52])[CH:44]=[CH2:45], predict the reaction product. The product is: [CH3:52][CH:51]([CH3:53])[CH2:50][CH2:49][CH2:48][CH2:47][O:46][CH2:43][CH2:44][CH2:45][CH:8]=[O:9].[CH3:45][CH:44]([CH2:43][O:46][CH2:47][CH2:48][CH2:49][CH2:50][CH:51]([CH3:53])[CH3:52])[CH:8]=[O:9]. (4) Given the reactants C(=O)([O-])[O-].[K+].[K+].Br[CH:8]([CH2:24][CH3:25])[CH2:9][N:10]([N:19]1[CH:23]=[N:22][N:21]=[CH:20]1)[C:11]1[CH:18]=[CH:17][C:14]([C:15]#[N:16])=[CH:13][CH:12]=1.[OH:26][C:27]1[CH:32]=[CH:31][C:30]([SH:33])=[CH:29][CH:28]=1, predict the reaction product. The product is: [OH:26][C:27]1[CH:32]=[CH:31][C:30]([S:33][CH2:25][CH2:24][CH2:8][CH2:9][N:10]([N:19]2[CH:23]=[N:22][N:21]=[CH:20]2)[C:11]2[CH:18]=[CH:17][C:14]([C:15]#[N:16])=[CH:13][CH:12]=2)=[CH:29][CH:28]=1. (5) Given the reactants [C:1]([O:5][C:6]([N:8]1[CH2:13][CH2:12][N:11]([C:14]2[C:15]3[CH:23]=[CH:22][C:21]([F:24])=[CH:20][C:16]=3[S:17][C:18]=2Br)[CH2:10][CH2:9]1)=[O:7])([CH3:4])([CH3:3])[CH3:2].C([Li])CCC.CCCCCC.C1C=CC(S(N(S(C2C=CC=CC=2)(=O)=O)[F:46])(=O)=O)=CC=1.[Na+].[Cl-], predict the reaction product. The product is: [C:1]([O:5][C:6]([N:8]1[CH2:13][CH2:12][N:11]([C:14]2[C:15]3[CH:23]=[CH:22][C:21]([F:24])=[CH:20][C:16]=3[S:17][C:18]=2[F:46])[CH2:10][CH2:9]1)=[O:7])([CH3:4])([CH3:3])[CH3:2].